This data is from TCR-epitope binding with 47,182 pairs between 192 epitopes and 23,139 TCRs. The task is: Binary Classification. Given a T-cell receptor sequence (or CDR3 region) and an epitope sequence, predict whether binding occurs between them. (1) The epitope is NLSALGIFST. The TCR CDR3 sequence is CSAGGLAGALSYF. Result: 1 (the TCR binds to the epitope). (2) The epitope is FLKEKGGL. The TCR CDR3 sequence is CASSQVADRYQPQHF. Result: 0 (the TCR does not bind to the epitope). (3) The epitope is FTYASALWEI. The TCR CDR3 sequence is CASSRTSGSSYNEQFF. Result: 1 (the TCR binds to the epitope). (4) The epitope is TEILPVSMTK. The TCR CDR3 sequence is CASSPGTAYEQYF. Result: 0 (the TCR does not bind to the epitope). (5) The epitope is RISNCVADY. The TCR CDR3 sequence is CASIPPRGQEQFF. Result: 0 (the TCR does not bind to the epitope). (6) The epitope is HPKVSSEVHI. Result: 1 (the TCR binds to the epitope). The TCR CDR3 sequence is CASSLGPRYEQYF. (7) The epitope is RQLLFVVEV. The TCR CDR3 sequence is CASSPGTGETQYF. Result: 1 (the TCR binds to the epitope).